From a dataset of Full USPTO retrosynthesis dataset with 1.9M reactions from patents (1976-2016). Predict the reactants needed to synthesize the given product. Given the product [CH2:14]1[C:22]2[C:17](=[CH:18][CH:19]=[CH:20][CH:21]=2)[CH2:16][CH:15]1[NH:23][C:24]([NH:26][CH2:27][CH2:28][CH2:29][CH2:30][N:4]([CH2:1][CH2:2][CH3:3])[CH:5]1[CH2:13][CH2:12][C:8]2[N:9]=[CH:10][S:11][C:7]=2[CH2:6]1)=[O:25], predict the reactants needed to synthesize it. The reactants are: [CH2:1]([NH:4][CH:5]1[CH2:13][CH2:12][C:8]2[N:9]=[CH:10][S:11][C:7]=2[CH2:6]1)[CH2:2][CH3:3].[CH2:14]1[C:22]2[C:17](=[CH:18][CH:19]=[CH:20][CH:21]=2)[CH2:16][CH:15]1[NH:23][C:24]([NH:26][CH2:27][CH2:28][CH2:29][CH:30]=O)=[O:25].